From a dataset of Catalyst prediction with 721,799 reactions and 888 catalyst types from USPTO. Predict which catalyst facilitates the given reaction. (1) Reactant: [C:1]([N:4]1[C:13]2[C:8](=[CH:9][C:10]([F:14])=[CH:11][CH:12]=2)[C@H:7]([NH:15]C(=O)OCC2C=CC=CC=2)[C@@H:6]([CH3:26])[C@@H:5]1[CH3:27])(=[O:3])[CH3:2]. Product: [NH2:15][C@H:7]1[C:8]2[C:13](=[CH:12][CH:11]=[C:10]([F:14])[CH:9]=2)[N:4]([C:1](=[O:3])[CH3:2])[C@@H:5]([CH3:27])[C@@H:6]1[CH3:26]. The catalyst class is: 50. (2) The catalyst class is: 4. Product: [CH3:27][O:26][C:22]1[S:21][C:20]2=[N:19][C:18]([C:16]3[O:17][C:13]4[C:14](=[C:9]([OH:8])[CH:10]=[CH:11][CH:12]=4)[CH:15]=3)=[CH:25][N:24]2[N:23]=1. Reactant: C([O:8][C:9]1[C:14]2[CH:15]=[C:16]([C:18]3[N:19]=[C:20]4[N:24]([CH:25]=3)[N:23]=[C:22]([O:26][CH3:27])[S:21]4)[O:17][C:13]=2[CH:12]=[CH:11][CH:10]=1)C1C=CC=CC=1.CC1C(C)=C(C)C(C)=C(C)C=1.B(Cl)(Cl)Cl. (3) Reactant: Cl[CH2:2][C:3]([CH3:5])=O.[NH2:6][C:7]([N:9]1[CH2:14][CH2:13][CH:12]([CH:15]2[CH2:20][CH2:19][N:18]([C:21]([O:23][C:24]([CH3:27])([CH3:26])[CH3:25])=[O:22])[CH2:17][CH2:16]2)[CH2:11][CH2:10]1)=[S:8]. Product: [CH3:5][C:3]1[N:6]=[C:7]([N:9]2[CH2:10][CH2:11][CH:12]([CH:15]3[CH2:20][CH2:19][N:18]([C:21]([O:23][C:24]([CH3:27])([CH3:26])[CH3:25])=[O:22])[CH2:17][CH2:16]3)[CH2:13][CH2:14]2)[S:8][CH:2]=1. The catalyst class is: 8. (4) Product: [OH:14][C:6]1[CH:7]=[CH:8][C:9]([O:14][C:11]2[C:8]3[C:7](=[CH:6][C:11]([O:14][CH3:11])=[CH:10][CH:9]=3)[CH:8]=[CH:9][C:10]=2[C:8]2[CH:7]=[CH:6][CH:7]=[C:10]([O:14][CH3:11])[CH:9]=2)=[CH:10][CH:6]=1. The catalyst class is: 3. Reactant: Cl.ClCCN1[CH2:10][CH2:9][CH2:8][CH2:7][CH2:6]1.[C:11]([O-:14])([O-])=O.[Cs+].[Cs+]. (5) Product: [O:14]=[C:13]1[NH:12][C@H:11]2[CH2:10][S:9][C@@H:8]([CH2:7][CH2:6][CH2:5][CH2:4][C:2]([O:1]/[N:18]=[C:19](\[NH2:35])/[CH2:20][CH2:21][CH2:22][CH2:23][N:24]3[C:28]4[CH:29]=[C:30]([CH3:33])[CH:31]=[CH:32][C:27]=4[O:26][C:25]3=[O:34])=[O:3])[C@H:16]2[NH:15]1. The catalyst class is: 174. Reactant: [OH:1][C:2]([CH2:4][CH2:5][CH2:6][CH2:7][C@H:8]1[C@@H:16]2[C@@H:11]([NH:12][C:13]([NH:15]2)=[O:14])[CH2:10][S:9]1)=[O:3].O[N:18]=[C:19]([NH2:35])[CH2:20][CH2:21][CH2:22][CH2:23][N:24]1[C:28]2[CH:29]=[C:30]([CH3:33])[CH:31]=[CH:32][C:27]=2[O:26][C:25]1=[O:34].CCN=C=NCCCN(C)C.Cl.CCN(C(C)C)C(C)C. (6) Reactant: [C:1]([CH2:3][C:4]([N:6]([CH:17]([CH3:19])[CH3:18])[C:7]1[CH:16]=[CH:15][C:10]2[N:11]=[C:12]([SH:14])[S:13][C:9]=2[CH:8]=1)=[O:5])#[N:2].[H-].[Na+].[F:22][C:23]([F:34])([F:33])[C:24]1[CH:32]=[CH:31][C:27]([C:28](Cl)=[O:29])=[CH:26][CH:25]=1. Product: [C:1]([C:3](=[C:28]([OH:29])[C:27]1[CH:31]=[CH:32][C:24]([C:23]([F:22])([F:33])[F:34])=[CH:25][CH:26]=1)[C:4]([N:6]([CH:17]([CH3:19])[CH3:18])[C:7]1[CH:16]=[CH:15][C:10]2[N:11]=[C:12]([SH:14])[S:13][C:9]=2[CH:8]=1)=[O:5])#[N:2]. The catalyst class is: 1.